From a dataset of Peptide-MHC class II binding affinity with 134,281 pairs from IEDB. Regression. Given a peptide amino acid sequence and an MHC pseudo amino acid sequence, predict their binding affinity value. This is MHC class II binding data. (1) The peptide sequence is AFKVAATAANAATAN. The MHC is DRB1_0701 with pseudo-sequence DRB1_0701. The binding affinity (normalized) is 0.603. (2) The peptide sequence is KSTNGLRIKSYEDAK. The MHC is HLA-DPA10201-DPB10101 with pseudo-sequence HLA-DPA10201-DPB10101. The binding affinity (normalized) is 0.0169. (3) The peptide sequence is GELQIVDKIDAAFKK. The MHC is DRB4_0101 with pseudo-sequence DRB4_0103. The binding affinity (normalized) is 0.663.